This data is from Peptide-MHC class II binding affinity with 134,281 pairs from IEDB. The task is: Regression. Given a peptide amino acid sequence and an MHC pseudo amino acid sequence, predict their binding affinity value. This is MHC class II binding data. The peptide sequence is VADDLTAAINKGILV. The MHC is DRB1_0801 with pseudo-sequence DRB1_0801. The binding affinity (normalized) is 0.295.